From a dataset of Catalyst prediction with 721,799 reactions and 888 catalyst types from USPTO. Predict which catalyst facilitates the given reaction. (1) Reactant: [Br:1][C:2]1[CH:7]=[CH:6][C:5]([C:8]([F:11])([F:10])[F:9])=[CH:4][C:3]=1[CH2:12]O.[Br:14]P(Br)Br.C([O-])(O)=O.[Na+]. Product: [Br:1][C:2]1[CH:7]=[CH:6][C:5]([C:8]([F:11])([F:10])[F:9])=[CH:4][C:3]=1[CH2:12][Br:14]. The catalyst class is: 4. (2) Product: [Br:1][C:2]1[S:10][C:9]2[C:8]([N:26]3[CH2:25][CH2:24][N:23]([C:21]([NH:20][CH2:19][C:16]4[CH:17]=[CH:18][C:13]([F:12])=[CH:14][CH:15]=4)=[O:22])[CH2:28][CH2:27]3)=[N:7][CH:6]=[N:5][C:4]=2[CH:3]=1. The catalyst class is: 10. Reactant: [Br:1][C:2]1[S:10][C:9]2[C:8](Cl)=[N:7][CH:6]=[N:5][C:4]=2[CH:3]=1.[F:12][C:13]1[CH:18]=[CH:17][C:16]([CH2:19][NH:20][C:21]([N:23]2[CH2:28][CH2:27][NH:26][CH2:25][CH2:24]2)=[O:22])=[CH:15][CH:14]=1.C(N(CC)C(C)C)(C)C.